From a dataset of HIV replication inhibition screening data with 41,000+ compounds from the AIDS Antiviral Screen. Binary Classification. Given a drug SMILES string, predict its activity (active/inactive) in a high-throughput screening assay against a specified biological target. (1) The drug is CCN1C(=O)c2cc(O)nc(O)c2C1C. The result is 0 (inactive). (2) The compound is COc1ccccc1NC(=O)C(=Cn1c(=S)[nH]c2ccccc21)C(C)=O. The result is 0 (inactive).